Task: Predict the reactants needed to synthesize the given product.. Dataset: Full USPTO retrosynthesis dataset with 1.9M reactions from patents (1976-2016) (1) Given the product [CH:16]1([C:20]([N:6]2[C:7](=[O:15])[C:8]3[C:13](=[CH:12][CH:11]=[CH:10][CH:9]=3)[C:14]3[CH:1]=[CH:2][CH:3]=[CH:4][C:5]2=3)=[O:21])[CH2:19][CH2:18][CH2:17]1, predict the reactants needed to synthesize it. The reactants are: [CH:1]1[C:14]2[C:13]3[C:8](=[CH:9][CH:10]=[CH:11][CH:12]=3)[C:7](=[O:15])[NH:6][C:5]=2[CH:4]=[CH:3][CH:2]=1.[CH:16]1([C:20](Cl)=[O:21])[CH2:19][CH2:18][CH2:17]1. (2) Given the product [OH:19][CH2:20][C:21]1[CH:22]=[C:23]([CH2:24][N:4]2[CH2:5][CH2:6][N:1]([C:7]3[C:8]([C:9]([O:11][CH:12]([CH3:14])[CH3:13])=[O:10])=[CH:15][CH:16]=[CH:17][N:18]=3)[CH2:2][CH2:3]2)[CH:26]=[CH:27][CH:28]=1, predict the reactants needed to synthesize it. The reactants are: [N:1]1([C:7]2[N:18]=[CH:17][CH:16]=[CH:15][C:8]=2[C:9]([O:11][CH:12]([CH3:14])[CH3:13])=[O:10])[CH2:6][CH2:5][NH:4][CH2:3][CH2:2]1.[OH:19][CH2:20][C:21]1[CH:22]=[C:23]([CH:26]=[CH:27][CH:28]=1)[CH:24]=O.[BH-](OC(C)=O)(OC(C)=O)OC(C)=O.[Na+].O. (3) Given the product [Br:30][C:21]1[CH:22]=[C:23]([O:28][CH3:29])[C:24]([O:26][CH3:27])=[CH:25][C:20]=1[CH2:19][C:18]([N:15]1[CH2:16][CH2:17][C:13]([C:10]2[CH:9]=[CH:8][C:7]([NH:6][C:1](=[O:5])/[CH:32]=[CH:33]/[O:40][CH3:39])=[CH:12][CH:11]=2)=[N:14]1)=[O:31], predict the reactants needed to synthesize it. The reactants are: [C:1]([OH:5])(=O)C#C.[NH2:6][C:7]1[CH:12]=[CH:11][C:10]([C:13]2[CH2:17][CH2:16][N:15]([C:18](=[O:31])[CH2:19][C:20]3[CH:25]=[C:24]([O:26][CH3:27])[C:23]([O:28][CH3:29])=[CH:22][C:21]=3[Br:30])[N:14]=2)=[CH:9][CH:8]=1.[CH2:32](Cl)[CH2:33]Cl.CN([CH:39]=[O:40])C. (4) Given the product [CH2:12]([O:10][CH2:9][C@H:7]1[CH2:6][O:5][C:4]([CH3:11])([CH3:3])[O:8]1)[C:13]1[CH:18]=[CH:17][CH:16]=[CH:15][CH:14]=1, predict the reactants needed to synthesize it. The reactants are: [H-].[Na+].[CH3:3][C:4]1([CH3:11])[O:8][C@@H:7]([CH2:9][OH:10])[CH2:6][O:5]1.[CH2:12](Br)[C:13]1[CH:18]=[CH:17][CH:16]=[CH:15][CH:14]=1. (5) Given the product [F:39][C:36]([F:37])([F:38])[C:32]1[CH:31]=[C:30]([CH:35]=[CH:34][CH:33]=1)[C:29]([NH:28][C:24]1[CH:23]=[C:22]([C:21]2[C:16]3[CH:15]=[C:14]([C:11]4[CH2:12][CH2:13][N:8]([C:6]([O:5][C:1]([CH3:3])([CH3:4])[CH3:2])=[O:7])[CH2:9][CH:10]=4)[S:41][C:17]=3[N:18]=[CH:19][N:20]=2)[CH:27]=[CH:26][CH:25]=1)=[O:40], predict the reactants needed to synthesize it. The reactants are: [C:1]([O:5][C:6]([N:8]1[CH2:13][CH2:12][C:11](O)([C:14]2[S:41][C:17]3[N:18]=[CH:19][N:20]=[C:21]([C:22]4[CH:27]=[CH:26][CH:25]=[C:24]([NH:28][C:29](=[O:40])[C:30]5[CH:35]=[CH:34][CH:33]=[C:32]([C:36]([F:39])([F:38])[F:37])[CH:31]=5)[CH:23]=4)[C:16]=3[CH:15]=2)[CH2:10][CH2:9]1)=[O:7])([CH3:4])([CH3:3])[CH3:2].CS(Cl)(=O)=O.N1C=CC=CC=1.